From a dataset of Full USPTO retrosynthesis dataset with 1.9M reactions from patents (1976-2016). Predict the reactants needed to synthesize the given product. Given the product [F:1][C:2]1[CH:7]=[C:6]([CH2:8][CH:9]=[O:10])[CH:5]=[CH:4][C:3]=1[C:12]1[S:13][C:14]2[C:19]([N:20]=1)=[CH:18][CH:17]=[C:16]([C:21]1([C:24]3[CH:25]=[CH:26][CH:27]=[CH:28][CH:29]=3)[CH2:22][CH2:23]1)[N:15]=2, predict the reactants needed to synthesize it. The reactants are: [F:1][C:2]1[CH:7]=[C:6]([CH:8]=[CH:9][O:10]C)[CH:5]=[CH:4][C:3]=1[C:12]1[S:13][C:14]2[C:19]([N:20]=1)=[CH:18][CH:17]=[C:16]([C:21]1([C:24]3[CH:29]=[CH:28][CH:27]=[CH:26][CH:25]=3)[CH2:23][CH2:22]1)[N:15]=2.Cl.